From a dataset of Catalyst prediction with 721,799 reactions and 888 catalyst types from USPTO. Predict which catalyst facilitates the given reaction. (1) The catalyst class is: 13. Product: [CH3:16][O:7][C:6](=[O:8])[C:5]1[CH:9]=[CH:10][CH:11]=[C:3]([CH2:2][Br:1])[CH:4]=1. Reactant: [Br:1][CH2:2][C:3]1[CH:4]=[C:5]([CH:9]=[CH:10][CH:11]=1)[C:6]([OH:8])=[O:7].S(Cl)(Cl)=O.[CH3:16]O. (2) Reactant: [N:1]1([CH2:7][CH2:8][O:9][C:10]2[CH:41]=[CH:40][C:13]([O:14][C:15]3[C:24]([C:25]4[CH:30]=[CH:29][C:28]([S:31]([CH2:34][C:35]([F:38])([F:37])[F:36])(=[O:33])=[O:32])=[CH:27][CH:26]=4)=[CH:23][CH:22]=[C:21]4[C:16]=3[CH:17]=[CH:18][C:19]([OH:39])=[CH:20]4)=[CH:12][CH:11]=2)[CH2:6][CH2:5][CH2:4][CH2:3][CH2:2]1.[ClH:42].C(OCC)C. Product: [ClH:42].[N:1]1([CH2:7][CH2:8][O:9][C:10]2[CH:41]=[CH:40][C:13]([O:14][C:15]3[C:24]([C:25]4[CH:30]=[CH:29][C:28]([S:31]([CH2:34][C:35]([F:36])([F:37])[F:38])(=[O:32])=[O:33])=[CH:27][CH:26]=4)=[CH:23][CH:22]=[C:21]4[C:16]=3[CH:17]=[CH:18][C:19]([OH:39])=[CH:20]4)=[CH:12][CH:11]=2)[CH2:6][CH2:5][CH2:4][CH2:3][CH2:2]1. The catalyst class is: 4. (3) Reactant: [NH4+].[Cl-].[Br:3][C:4]1[CH:9]=[CH:8][C:7]([CH3:10])=[C:6]([N+:11]([O-])=O)[CH:5]=1. Product: [Br:3][C:4]1[CH:9]=[CH:8][C:7]([CH3:10])=[C:6]([CH:5]=1)[NH2:11]. The catalyst class is: 693. (4) The catalyst class is: 4. Product: [CH2:6]([O:8][C:9]([C:11]1([CH2:24][CH2:25][CH2:1][Br:5])[CH2:16][CH2:15][N:14]([C:17]([O:19][C:20]([CH3:23])([CH3:22])[CH3:21])=[O:18])[CH2:13][CH2:12]1)=[O:10])[CH3:7]. Reactant: [C:1]([Br:5])(Br)(Br)Br.[CH2:6]([O:8][C:9]([C:11]1([CH2:24][CH2:25]CO)[CH2:16][CH2:15][N:14]([C:17]([O:19][C:20]([CH3:23])([CH3:22])[CH3:21])=[O:18])[CH2:13][CH2:12]1)=[O:10])[CH3:7].C1(P(C2C=CC=CC=2)C2C=CC=CC=2)C=CC=CC=1.